The task is: Binary Classification. Given a drug SMILES string, predict its activity (active/inactive) in a high-throughput screening assay against a specified biological target.. This data is from Cav3 T-type calcium channel HTS with 100,875 compounds. (1) The drug is O(CCCNC(=O)CN1C(=O)c2c(C1=O)cccc2)C(C)C. The result is 0 (inactive). (2) The molecule is ClC(Cl)(Cl)C(NC(=O)C(C)(C)C)NC(=S)Nc1sc2CCCCc2c1C#N. The result is 0 (inactive).